This data is from Full USPTO retrosynthesis dataset with 1.9M reactions from patents (1976-2016). The task is: Predict the reactants needed to synthesize the given product. (1) Given the product [F:1][C:2]1[CH:3]=[C:4]([CH:15]=[CH:16][CH:17]=1)[CH2:5][CH:6]1[CH2:11][CH2:10][CH2:9][N:8]([C:12](=[O:14])[CH3:13])[CH2:7]1, predict the reactants needed to synthesize it. The reactants are: [F:1][C:2]1[CH:3]=[C:4]([CH:15]=[CH:16][CH:17]=1)[CH:5]=[C:6]1[CH2:11][CH2:10][CH2:9][N:8]([C:12](=[O:14])[CH3:13])[CH2:7]1. (2) Given the product [C:10]([Si:7]([CH3:9])([CH3:8])[O:6][C:5]1[CH:14]=[C:15]([CH3:16])[C:2]([CH:30]=[O:31])=[C:3]([CH3:17])[CH:4]=1)([CH3:13])([CH3:12])[CH3:11], predict the reactants needed to synthesize it. The reactants are: Br[C:2]1[C:15]([CH3:16])=[CH:14][C:5]([O:6][Si:7]([C:10]([CH3:13])([CH3:12])[CH3:11])([CH3:9])[CH3:8])=[CH:4][C:3]=1[CH3:17].C[Li].[Li+].[Br-].[Li]C(CC)C.CN([CH:30]=[O:31])C. (3) Given the product [Br:1][C:2]1[CH:7]=[C:6]([F:8])[CH:5]=[CH:4][C:3]=1[CH:9]1[N:10]=[C:11]([N:22]2[CH:26]=[N:25][CH:24]=[N:23]2)[NH:12][C:13]([CH2:20][N:28]2[CH2:33][CH2:32][O:31][CH2:30][CH:29]2[C:34]([OH:36])=[O:35])=[C:14]1[C:15]([O:17][CH2:18][CH3:19])=[O:16], predict the reactants needed to synthesize it. The reactants are: [Br:1][C:2]1[CH:7]=[C:6]([F:8])[CH:5]=[CH:4][C:3]=1[CH:9]1[C:14]([C:15]([O:17][CH2:18][CH3:19])=[O:16])=[C:13]([CH2:20]Br)[NH:12][C:11]([N:22]2[CH:26]=[N:25][CH:24]=[N:23]2)=[N:10]1.Cl.[NH:28]1[CH2:33][CH2:32][O:31][CH2:30][CH:29]1[C:34]([OH:36])=[O:35]. (4) Given the product [N:11]1([C:17]([O:19][C:20]([CH3:23])([CH3:22])[CH3:21])=[O:18])[CH2:12][CH2:13][CH2:14][C@H:15]2[CH2:16][NH:8][CH2:9][C@@H:10]12, predict the reactants needed to synthesize it. The reactants are: C([N:8]1[CH2:16][C@H:15]2[C@H:10]([N:11]([C:17]([O:19][C:20]([CH3:23])([CH3:22])[CH3:21])=[O:18])[CH2:12][CH2:13][CH2:14]2)[CH2:9]1)C1C=CC=CC=1. (5) The reactants are: [CH:1]([C@@H:4]1[CH2:8][CH2:7][S:6](=[O:10])(=[O:9])[NH:5]1)([CH3:3])[CH3:2].[CH3:11][C:12]1[C:13]([N:19]2[CH2:24][CH2:23][N:22]([C:25]([C:27]3[CH:32]=[CH:31][C:30](I)=[CH:29][CH:28]=3)=[O:26])[CH2:21][CH2:20]2)=[N:14][CH:15]=[C:16]([CH3:18])[CH:17]=1. Given the product [CH3:11][C:12]1[C:13]([N:19]2[CH2:20][CH2:21][N:22]([C:25]([C:27]3[CH:32]=[CH:31][C:30]([N:5]4[C@H:4]([CH:1]([CH3:3])[CH3:2])[CH2:8][CH2:7][S:6]4(=[O:10])=[O:9])=[CH:29][CH:28]=3)=[O:26])[CH2:23][CH2:24]2)=[N:14][CH:15]=[C:16]([CH3:18])[CH:17]=1, predict the reactants needed to synthesize it. (6) Given the product [CH3:30][O:31][CH2:32][CH2:33][N:34]1[CH2:40][C@@H:3]([C:4]2[CH:5]=[CH:6][CH:7]=[CH:8][CH:9]=2)[C@H:2]([C:1]([N:11]2[C@H:15]([C:16]3[CH:17]=[CH:18][CH:19]=[CH:20][CH:21]=3)[CH2:14][O:13][C:12]2=[O:22])=[O:10])[CH2:35]1, predict the reactants needed to synthesize it. The reactants are: [C:1]([N:11]1[C@H:15]([C:16]2[CH:21]=[CH:20][CH:19]=[CH:18][CH:17]=2)[CH2:14][O:13][C:12]1=[O:22])(=[O:10])[CH:2]=[CH:3][C:4]1[CH:9]=[CH:8][CH:7]=[CH:6][CH:5]=1.C(O)(C(F)(F)F)=O.[CH3:30][O:31][CH2:32][CH2:33][N:34]([CH2:40]OC)[CH2:35][Si](C)(C)C.